This data is from Forward reaction prediction with 1.9M reactions from USPTO patents (1976-2016). The task is: Predict the product of the given reaction. (1) Given the reactants [N+:1]([C:4]1[N:5]=[C:6]2[N:11]([CH:12]=1)[CH2:10][CH2:9][C@H:8]([CH2:13][O:14][C:15]1[CH:20]=[CH:19][C:18]([N:21]3[CH2:26][CH2:25][CH:24]([NH:27][C:28]4[CH:33]=[CH:32][C:31]([O:34][CH2:35][C:36]5[CH:41]=[CH:40][C:39]([C:42]([F:45])([F:44])[F:43])=[CH:38][CH:37]=5)=[CH:30][CH:29]=4)[CH2:23][CH2:22]3)=[CH:17][CH:16]=1)[O:7]2)([O-:3])=[O:2].C=O.[C:48]([BH3-])#N.[Na+].C(=O)([O-])[O-].[K+].[K+], predict the reaction product. The product is: [CH3:48][N:27]([CH:24]1[CH2:25][CH2:26][N:21]([C:18]2[CH:19]=[CH:20][C:15]([O:14][CH2:13][C@@H:8]3[O:7][C:6]4=[N:5][C:4]([N+:1]([O-:3])=[O:2])=[CH:12][N:11]4[CH2:10][CH2:9]3)=[CH:16][CH:17]=2)[CH2:22][CH2:23]1)[C:28]1[CH:33]=[CH:32][C:31]([O:34][CH2:35][C:36]2[CH:41]=[CH:40][C:39]([C:42]([F:45])([F:44])[F:43])=[CH:38][CH:37]=2)=[CH:30][CH:29]=1. (2) The product is: [CH2:1]([O:8][C:9]1[C:14](=[O:15])[N:13]2[CH2:16][C:17](=[O:20])[N:18]([CH3:19])[C:12]2=[N:11][C:10]=1[C:21]([OH:23])=[O:22])[C:2]1[CH:3]=[CH:4][CH:5]=[CH:6][CH:7]=1. Given the reactants [CH2:1]([O:8][C:9]1[C:14](=[O:15])[N:13]2[CH2:16][C:17](=[O:20])[N:18]([CH3:19])[C:12]2=[N:11][C:10]=1[C:21]([O:23]CC)=[O:22])[C:2]1[CH:7]=[CH:6][CH:5]=[CH:4][CH:3]=1.[OH-].[Na+].Cl.C(OCC)(=O)C, predict the reaction product. (3) Given the reactants C(N(C(C)C)C(C)C)C.[F:10][C:11]1[CH:16]=[CH:15][CH:14]=[CH:13][C:12]=1[N:17]1[C:25]2[C:20](=[C:21]([N:26]3[CH2:33][CH:32]4[CH:28]([CH2:29][NH:30][CH2:31]4)[C:27]3=[O:34])[CH:22]=[CH:23][CH:24]=2)[CH:19]=[N:18]1.[CH3:35][C:36]1[O:40][N:39]=[C:38]([C:41](Cl)=[O:42])[CH:37]=1, predict the reaction product. The product is: [F:10][C:11]1[CH:16]=[CH:15][CH:14]=[CH:13][C:12]=1[N:17]1[C:25]2[C:20](=[C:21]([N:26]3[CH2:33][C@@H:32]4[C@H:28]([CH2:29][N:30]([C:41]([C:38]5[CH:37]=[C:36]([CH3:35])[O:40][N:39]=5)=[O:42])[CH2:31]4)[C:27]3=[O:34])[CH:22]=[CH:23][CH:24]=2)[CH:19]=[N:18]1. (4) Given the reactants CN(C=O)C.[CH2:6]([O:13][C:14]1[CH:19]=[C:18]([O:20][CH2:21][C:22]2[CH:27]=[CH:26][CH:25]=[CH:24][CH:23]=2)[C:17]([N:28]=[N+:29]=[N-:30])=[CH:16][C:15]=1[CH:31]([CH3:33])[CH3:32])[C:7]1[CH:12]=[CH:11][CH:10]=[CH:9][CH:8]=1.[CH3:34][O:35][C:36](=[O:54])[C:37]#[C:38][C:39]1[CH:44]=[CH:43][C:42]([C:45]([CH3:53])([CH3:52])[O:46][SiH2:47][C:48]([CH3:51])([CH3:50])[CH3:49])=[CH:41][CH:40]=1.CCOC(C)=O, predict the reaction product. The product is: [CH3:34][O:35][C:36]([C:37]1[N:30]=[N:29][N:28]([C:17]2[CH:16]=[C:15]([CH:31]([CH3:33])[CH3:32])[C:14]([O:13][CH2:6][C:7]3[CH:8]=[CH:9][CH:10]=[CH:11][CH:12]=3)=[CH:19][C:18]=2[O:20][CH2:21][C:22]2[CH:23]=[CH:24][CH:25]=[CH:26][CH:27]=2)[C:38]=1[C:39]1[CH:40]=[CH:41][C:42]([C:45]([CH3:53])([CH3:52])[O:46][SiH2:47][C:48]([CH3:51])([CH3:50])[CH3:49])=[CH:43][CH:44]=1)=[O:54]. (5) Given the reactants [CH2:1]([O:3][C:4](=[O:28])[CH2:5][O:6][C:7]1[CH:12]=[C:11]([CH3:13])[C:10]([S:14][C:15]2[CH:20]=[C:19]([O:21][CH2:22][CH:23]([CH3:25])[CH3:24])[CH:18]=[C:17](Br)[CH:16]=2)=[CH:9][C:8]=1[CH3:27])[CH3:2].[CH2:29]([N:32]1[CH2:37][CH2:36][O:35][CH2:34][CH2:33]1)[C:30]#[CH:31].C(OC(=O)COC1C=CC(SC2C=C(C#CC3C=CC(CO)=CC=3)C=C(OCCC3C=CC(Cl)=CC=3)C=2)=CC=1C)C, predict the reaction product. The product is: [CH2:1]([O:3][C:4](=[O:28])[CH2:5][O:6][C:7]1[CH:12]=[C:11]([CH3:13])[C:10]([S:14][C:15]2[CH:16]=[C:17]([C:31]#[C:30][CH2:29][N:32]3[CH2:37][CH2:36][O:35][CH2:34][CH2:33]3)[CH:18]=[C:19]([O:21][CH2:22][CH:23]([CH3:25])[CH3:24])[CH:20]=2)=[CH:9][C:8]=1[CH3:27])[CH3:2]. (6) Given the reactants C([O:8][N:9]1[C:14]2[N:15]=[CH:16][N:17]=[C:18]([CH3:19])[C:13]=2[C:12]([NH:20][CH2:21][C:22]2[CH:23]=[N:24][CH:25]=[CH:26][CH:27]=2)=[CH:11][C:10]1=[O:28])C1C=CC=CC=1.[H][H], predict the reaction product. The product is: [OH:8][N:9]1[C:14]2[N:15]=[CH:16][N:17]=[C:18]([CH3:19])[C:13]=2[C:12]([NH:20][CH2:21][C:22]2[CH:23]=[N:24][CH:25]=[CH:26][CH:27]=2)=[CH:11][C:10]1=[O:28]. (7) Given the reactants [Br:1][C:2]1[CH:9]=[C:6]([CH:7]=[O:8])[C:5]([OH:10])=[CH:4][CH:3]=1.C(=O)([O-])[O-].[K+].[K+].Cl.Cl[CH2:19][CH2:20][N:21]1[CH2:25][CH2:24][CH2:23][CH2:22]1, predict the reaction product. The product is: [Br:1][C:2]1[CH:3]=[CH:4][C:5]([O:10][CH2:19][CH2:20][N:21]2[CH2:25][CH2:24][CH2:23][CH2:22]2)=[C:6]([CH:9]=1)[CH:7]=[O:8]. (8) Given the reactants Br[C:2]1[CH:7]=[CH:6][C:5]([C:8]2[O:12][N:11]=[C:10]([CH3:13])[C:9]=2[CH:14]([OH:24])[CH2:15][CH2:16][CH2:17][C:18]2[CH:23]=[CH:22][CH:21]=[CH:20][CH:19]=2)=[CH:4][CH:3]=1.[CH3:25][O:26][C:27](=[O:45])[CH2:28][CH2:29][C:30]1[CH:35]=[CH:34][CH:33]=[CH:32][C:31]=1B1OC(C)(C)C(C)(C)O1, predict the reaction product. The product is: [CH3:25][O:26][C:27](=[O:45])[CH2:28][CH2:29][C:30]1[CH:31]=[CH:32][CH:33]=[CH:34][C:35]=1[C:2]1[CH:7]=[CH:6][C:5]([C:8]2[O:12][N:11]=[C:10]([CH3:13])[C:9]=2[CH:14]([OH:24])[CH2:15][CH2:16][CH2:17][C:18]2[CH:23]=[CH:22][CH:21]=[CH:20][CH:19]=2)=[CH:4][CH:3]=1. (9) Given the reactants CC(C[AlH]CC(C)C)C.[CH2:10]([O:17][C:18]1[C:27]2[C:22](=[CH:23][CH:24]=[CH:25][CH:26]=2)[C:21]([CH2:28][C:29](OCC)=[O:30])=[C:20]([N+:34]([O-:36])=[O:35])[CH:19]=1)[C:11]1[CH:16]=[CH:15][CH:14]=[CH:13][CH:12]=1.N#N.Cl, predict the reaction product. The product is: [CH2:10]([O:17][C:18]1[C:27]2[C:22](=[CH:23][CH:24]=[CH:25][CH:26]=2)[C:21]([CH2:28][CH2:29][OH:30])=[C:20]([N+:34]([O-:36])=[O:35])[CH:19]=1)[C:11]1[CH:16]=[CH:15][CH:14]=[CH:13][CH:12]=1.